From a dataset of Forward reaction prediction with 1.9M reactions from USPTO patents (1976-2016). Predict the product of the given reaction. (1) Given the reactants B(F)(F)F.CCOCC.[Si]([O:17][CH2:18][CH:19]([C:27]1[N:31]2[C:32]([F:49])=[CH:33][C:34]([C:36]3[CH:41]=[CH:40][N:39]=[C:38]([NH:42][C:43]4[N:47]([CH3:48])[N:46]=[CH:45][CH:44]=4)[N:37]=3)=[CH:35][C:30]2=[N:29][N:28]=1)[CH2:20][C:21]1[CH:26]=[CH:25][CH:24]=[CH:23][CH:22]=1)(C(C)(C)C)(C)C, predict the reaction product. The product is: [F:49][C:32]1[N:31]2[C:27]([CH:19]([CH2:20][C:21]3[CH:26]=[CH:25][CH:24]=[CH:23][CH:22]=3)[CH2:18][OH:17])=[N:28][N:29]=[C:30]2[CH:35]=[C:34]([C:36]2[CH:41]=[CH:40][N:39]=[C:38]([NH:42][C:43]3[N:47]([CH3:48])[N:46]=[CH:45][CH:44]=3)[N:37]=2)[CH:33]=1. (2) Given the reactants Br[C:2]1[CH:7]=[CH:6][C:5]([C:8]2[CH:13]=[CH:12][C:11]([CH2:14][CH2:15][C:16]3([NH:24][C:25](=[O:27])[CH3:26])[CH2:21][O:20][C:19]([CH3:23])([CH3:22])[O:18][CH2:17]3)=[CH:10][CH:9]=2)=[C:4]([F:28])[CH:3]=1.[CH3:29][C:30]1[CH:31]=[C:32]([SH:36])[CH:33]=[CH:34][CH:35]=1.C(N(C(C)C)CC)(C)C.O, predict the reaction product. The product is: [F:28][C:4]1[CH:3]=[C:2]([S:36][C:32]2[CH:33]=[CH:34][CH:35]=[C:30]([CH3:29])[CH:31]=2)[CH:7]=[CH:6][C:5]=1[C:8]1[CH:13]=[CH:12][C:11]([CH2:14][CH2:15][C:16]2([NH:24][C:25](=[O:27])[CH3:26])[CH2:21][O:20][C:19]([CH3:23])([CH3:22])[O:18][CH2:17]2)=[CH:10][CH:9]=1. (3) Given the reactants Cl[C:2]1[C:7]([CH2:8][C:9]([F:12])([F:11])[F:10])=[CH:6][N:5]=[C:4]([C:13]2[CH:14]=[N:15][C:16]([C:19]([F:22])([F:21])[F:20])=[N:17][CH:18]=2)[CH:3]=1.[C:23]([O:27][C:28]([NH:30][CH2:31][B-](F)(F)F)=[O:29])([CH3:26])([CH3:25])[CH3:24].[K+].C(=O)([O-])[O-].[Na+].[Na+].O, predict the reaction product. The product is: [F:10][C:9]([F:12])([F:11])[CH2:8][C:7]1[C:2]([CH2:31][NH:30][C:28](=[O:29])[O:27][C:23]([CH3:26])([CH3:25])[CH3:24])=[CH:3][C:4]([C:13]2[CH:14]=[N:15][C:16]([C:19]([F:22])([F:21])[F:20])=[N:17][CH:18]=2)=[N:5][CH:6]=1. (4) Given the reactants [Cl:1][C:2]1[C:7]2[NH:8][CH:9]=[N:10][C:6]=2[CH:5]=[C:4]([Cl:11])[N:3]=1.C1C=CC(P(C2C=CC=CC=2)C2C=CC=CC=2)=CC=1.[F:31][C:32]([F:42])([F:41])[C:33]1[CH:40]=[CH:39][C:36]([CH2:37]O)=[CH:35][CH:34]=1.N(C(OC(C)C)=O)=NC(OC(C)C)=O.C1(C)C=CC(S(O)(=O)=O)=CC=1, predict the reaction product. The product is: [Cl:1][C:2]1[C:7]2[N:8]([CH2:37][C:36]3[CH:35]=[CH:34][C:33]([C:32]([F:31])([F:41])[F:42])=[CH:40][CH:39]=3)[CH:9]=[N:10][C:6]=2[CH:5]=[C:4]([Cl:11])[N:3]=1. (5) Given the reactants [Br:1][C:2]1[CH:7]=[C:6]([CH3:8])[CH:5]=[CH:4][C:3]=1[OH:9].[Br:10][CH2:11][CH2:12]Br.[OH-].[Na+], predict the reaction product. The product is: [Br:1][C:2]1[CH:7]=[C:6]([CH3:8])[CH:5]=[CH:4][C:3]=1[O:9][CH2:12][CH2:11][Br:10]. (6) The product is: [C:34]([O:33][C:31]([NH:26][CH2:25][CH2:24][C@@H:23]([N:3]1[C:11]2[C:6](=[CH:7][CH:8]=[C:9]([C:12]([O:14][CH2:15][CH3:16])=[O:13])[CH:10]=2)[CH:5]=[C:4]1[C:17]([O:19][CH2:20][CH3:21])=[O:18])[CH3:22])=[O:32])([CH3:37])([CH3:36])[CH3:35]. Given the reactants [H-].[Na+].[NH:3]1[C:11]2[C:6](=[CH:7][CH:8]=[C:9]([C:12]([O:14][CH2:15][CH3:16])=[O:13])[CH:10]=2)[CH:5]=[C:4]1[C:17]([O:19][CH2:20][CH3:21])=[O:18].[CH3:22][C@H:23]1OS(=O)(=O)[N:26]([C:31]([O:33][C:34]([CH3:37])([CH3:36])[CH3:35])=[O:32])[CH2:25][CH2:24]1.[NH4+].[Cl-], predict the reaction product. (7) Given the reactants [CH3:1][C@H:2]1[C@@H](C#N)[CH2:6][CH2:5][O:4][CH2:3]1.[C:10]([OH:13])(=[O:12])[CH3:11], predict the reaction product. The product is: [CH3:1][C@H:2]1[C@@H:11]([C:10]([OH:13])=[O:12])[CH2:6][CH2:5][O:4][CH2:3]1. (8) Given the reactants [C:1]1([C:7]2[O:11][C:10]([C:12]([OH:14])=O)=[CH:9][CH:8]=2)[CH:6]=[CH:5][CH:4]=[CH:3][CH:2]=1.[CH2:15]([O:17][C:18]([C:20]1[NH:21][C:22]2[C:27]([CH:28]=1)=[CH:26][C:25]([NH2:29])=[CH:24][CH:23]=2)=[O:19])[CH3:16], predict the reaction product. The product is: [CH2:15]([O:17][C:18]([C:20]1[NH:21][C:22]2[C:27]([CH:28]=1)=[CH:26][C:25]([NH:29][C:12]([C:10]1[O:11][C:7]([C:1]3[CH:2]=[CH:3][CH:4]=[CH:5][CH:6]=3)=[CH:8][CH:9]=1)=[O:14])=[CH:24][CH:23]=2)=[O:19])[CH3:16]. (9) The product is: [CH3:1][O:2][C:3]1[CH:8]=[CH:7][C:6]([N:9]2[C:10]3[CH:15]=[CH:14][CH:13]=[CH:12][C:11]=3[N:16]=[C:17]2[C:19]2[C:20]([CH3:24])=[N:21][O:22][CH:23]=2)=[CH:5][CH:4]=1. Given the reactants [CH3:1][O:2][C:3]1[CH:8]=[CH:7][C:6]([NH:9][C:10]2[CH:15]=[CH:14][CH:13]=[CH:12][C:11]=2[NH:16][C:17]([C:19]2[C:20]([CH3:24])=[N:21][O:22][CH:23]=2)=O)=[CH:5][CH:4]=1.CCCCCCC, predict the reaction product. (10) Given the reactants [Cl:1][C:2]1[CH:3]=[C:4]([CH:8]=[CH:9][CH:10]=1)[C:5]([OH:7])=O.[NH2:11][C:12]1[CH:13]=[C:14]2[C:19](=[CH:20][CH:21]=1)[CH2:18][C:17]1([C:25](=[O:26])[NH:24][C:23](=[O:27])[NH:22]1)[CH2:16][CH2:15]2.C(Cl)CCl.C1C=CC2N(O)N=NC=2C=1.C(N(CC)C(C)C)(C)C, predict the reaction product. The product is: [Cl:1][C:2]1[CH:3]=[C:4]([CH:8]=[CH:9][CH:10]=1)[C:5]([NH:11][C:12]1[CH:13]=[C:14]2[C:19](=[CH:20][CH:21]=1)[CH2:18][C:17]1([C:25](=[O:26])[NH:24][C:23](=[O:27])[NH:22]1)[CH2:16][CH2:15]2)=[O:7].